From a dataset of Full USPTO retrosynthesis dataset with 1.9M reactions from patents (1976-2016). Predict the reactants needed to synthesize the given product. (1) Given the product [Cl:17][C:14]1[CH:15]=[CH:16][C:11]([C:10]([NH:9][C:4]2[CH:5]=[CH:6][C:7]([Cl:8])=[C:2]([NH:1][C:24](=[O:25])[C:23]3[CH:27]=[CH:28][C:20]([Cl:19])=[CH:21][CH:22]=3)[CH:3]=2)=[O:18])=[CH:12][N:13]=1, predict the reactants needed to synthesize it. The reactants are: [NH2:1][C:2]1[CH:3]=[C:4]([NH:9][C:10](=[O:18])[C:11]2[CH:16]=[CH:15][C:14]([Cl:17])=[N:13][CH:12]=2)[CH:5]=[CH:6][C:7]=1[Cl:8].[Cl:19][C:20]1[CH:28]=[CH:27][C:23]([C:24](O)=[O:25])=[CH:22][CH:21]=1. (2) Given the product [F:20][C:17]1[CH:16]=[CH:15][C:14]([O:13][C:10]2[CH:9]=[CH:8][C:7]([C:6]3[O:24][CH:3]=[C:4]([C:22]([NH2:30])=[O:23])[N:5]=3)=[CH:12][CH:11]=2)=[CH:19][CH:18]=1, predict the reactants needed to synthesize it. The reactants are: CO[C:3](=[O:24])[C@H:4]([CH2:22][OH:23])[NH:5][C:6](=O)[C:7]1[CH:12]=[CH:11][C:10]([O:13][C:14]2[CH:19]=[CH:18][C:17]([F:20])=[CH:16][CH:15]=2)=[CH:9][CH:8]=1.Cl.COC(=O)[C@H](CO)[NH2:30].O.ON1C2C=CC=CC=2N=N1.CN1CCOCC1.Cl.CN(C)CCCN=C=NCC. (3) Given the product [CH:17]1([N:16]([CH2:15][C:14]2[C:9]3[CH:8]=[C:7]([CH:1]4[CH2:2][CH2:3][CH2:4][CH2:5][CH2:6]4)[S:24][C:10]=3[N:11]=[C:12]([CH3:23])[N:13]=2)[C:28](=[O:30])[CH3:29])[CH2:18][CH2:19][CH2:20][CH2:21][CH2:22]1, predict the reactants needed to synthesize it. The reactants are: [CH:1]1([C:7]2[S:24][C:10]3[N:11]=[C:12]([CH3:23])[N:13]=[C:14]([CH2:15][NH:16][CH:17]4[CH2:22][CH2:21][CH2:20][CH2:19][CH2:18]4)[C:9]=3[CH:8]=2)[CH2:6][CH2:5][CH2:4][CH2:3][CH2:2]1.C(Cl)Cl.[C:28](Cl)(=[O:30])[CH3:29]. (4) Given the product [F:1][C:2]([F:7])([F:6])[C:3]([OH:5])=[O:4].[CH:8]([CH:11]1[CH2:15][CH2:14][NH:13][CH2:12]1)([CH3:10])[CH3:9], predict the reactants needed to synthesize it. The reactants are: [F:1][C:2]([F:7])([F:6])[C:3]([OH:5])=[O:4].[C:8]([C:11]1[CH2:12][NH:13][CH2:14][CH:15]=1)([CH3:10])=[CH2:9].CO. (5) Given the product [CH:20]1([O:23][C:24]2[CH:29]=[C:28]([F:30])[CH:27]=[CH:26][C:25]=2[C:2]2[N:7]=[CH:6][N:5]=[C:4]([NH:8][C:9]3[CH:14]=[CH:13][CH:12]=[C:11]([CH2:15][S:16]([CH3:19])(=[O:18])=[O:17])[CH:10]=3)[N:3]=2)[CH2:22][CH2:21]1, predict the reactants needed to synthesize it. The reactants are: Cl[C:2]1[N:7]=[CH:6][N:5]=[C:4]([NH:8][C:9]2[CH:14]=[CH:13][CH:12]=[C:11]([CH2:15][S:16]([CH3:19])(=[O:18])=[O:17])[CH:10]=2)[N:3]=1.[CH:20]1([O:23][C:24]2[CH:29]=[C:28]([F:30])[CH:27]=[CH:26][C:25]=2B2OC(C)(C)C(C)(C)O2)[CH2:22][CH2:21]1.C(=O)([O-])[O-].[K+].[K+].